From a dataset of Catalyst prediction with 721,799 reactions and 888 catalyst types from USPTO. Predict which catalyst facilitates the given reaction. (1) Reactant: [Br:1][C:2]1[CH:3]=[C:4]([N:9]2[C:13](=[O:14])[O:12][N:11]=[C:10]2[C:15]2[C:16]([NH:20][CH2:21][CH2:22][NH:23][S:24]([NH:27]C(=O)OC(C)(C)C)(=[O:26])=[O:25])=[N:17][O:18][N:19]=2)[CH:5]=[CH:6][C:7]=1[F:8].Cl. Product: [Br:1][C:2]1[CH:3]=[C:4]([N:9]2[C:13](=[O:14])[O:12][N:11]=[C:10]2[C:15]2[C:16]([NH:20][CH2:21][CH2:22][NH:23][S:24]([NH2:27])(=[O:25])=[O:26])=[N:17][O:18][N:19]=2)[CH:5]=[CH:6][C:7]=1[F:8]. The catalyst class is: 8. (2) Reactant: O.C(OC([NH:12][C@@H:13]1[CH2:21][C:20]2[C:15](=[CH:16][CH:17]=[C:18]([CH2:22][N:23]3[C:27]([C:28]([F:31])([F:30])[F:29])=[C:26]([C:32]([O:34][CH2:35][CH3:36])=[O:33])[CH:25]=[N:24]3)[CH:19]=2)[CH2:14]1)=O)C1C=CC=CC=1.C(Cl)[Cl:38].Cl. Product: [ClH:38].[NH2:12][C@@H:13]1[CH2:21][C:20]2[C:15](=[CH:16][CH:17]=[C:18]([CH2:22][N:23]3[C:27]([C:28]([F:29])([F:30])[F:31])=[C:26]([C:32]([O:34][CH2:35][CH3:36])=[O:33])[CH:25]=[N:24]3)[CH:19]=2)[CH2:14]1. The catalyst class is: 421. (3) Reactant: [Cl:1][C:2]1[CH:10]=[CH:9][C:8]([OH:11])=[CH:7][C:3]=1[C:4]([NH2:6])=[O:5].CS(O[CH2:17][C@H:18]1[CH2:23][CH2:22][CH2:21][N:20]([C:24]([O:26][C:27]([CH3:30])([CH3:29])[CH3:28])=[O:25])[CH2:19]1)(=O)=O.C(=O)([O-])[O-].[Cs+].[Cs+]. Product: [C:4]([C:3]1[CH:7]=[C:8]([CH:9]=[CH:10][C:2]=1[Cl:1])[O:11][CH2:17][C@H:18]1[CH2:23][CH2:22][CH2:21][N:20]([C:24]([O:26][C:27]([CH3:28])([CH3:30])[CH3:29])=[O:25])[CH2:19]1)(=[O:5])[NH2:6]. The catalyst class is: 44. (4) Reactant: C(OC(=O)[NH:7][C:8]1[CH:13]=[C:12]([Cl:14])[C:11]([CH3:15])=[CH:10][C:9]=1[NH:16][C:17](=O)[CH2:18][C:19]([C:21]1C=C[CH:24]=[C:23]([C:27]2[CH:32]=[CH:31][N:30]=[C:29]([CH3:33])[CH:28]=2)[CH:22]=1)=O)(C)(C)C.[C:36](O)([C:38](F)(F)F)=[O:37]. Product: [Cl:14][C:12]1[C:11]([CH3:15])=[CH:10][C:9]2[N:16]=[C:17]([C:18]3[CH:19]=[CH:21][CH:22]=[C:23]([C:27]4[CH:32]=[CH:31][N:30]=[C:29]([CH3:33])[CH:28]=4)[CH:24]=3)[CH2:38][C:36](=[O:37])[NH:7][C:8]=2[CH:13]=1. The catalyst class is: 2. (5) Reactant: C[O:2][C:3](=[O:37])[CH:4]([O:30][C:31]1[CH:36]=[CH:35][CH:34]=[CH:33][CH:32]=1)[CH2:5][C:6]1[CH:11]=[CH:10][C:9]([O:12][CH2:13][CH2:14][CH2:15][O:16][C:17]2[CH:22]=[CH:21][C:20]([O:23][C:24]3[CH:29]=[CH:28][CH:27]=[CH:26][CH:25]=3)=[CH:19][CH:18]=2)=[CH:8][CH:7]=1.[Li+].[OH-].Cl. Product: [O:30]([CH:4]([CH2:5][C:6]1[CH:11]=[CH:10][C:9]([O:12][CH2:13][CH2:14][CH2:15][O:16][C:17]2[CH:18]=[CH:19][C:20]([O:23][C:24]3[CH:25]=[CH:26][CH:27]=[CH:28][CH:29]=3)=[CH:21][CH:22]=2)=[CH:8][CH:7]=1)[C:3]([OH:37])=[O:2])[C:31]1[CH:32]=[CH:33][CH:34]=[CH:35][CH:36]=1. The catalyst class is: 1. (6) Reactant: [H-].[H-].[H-].[H-].[Li+].[Al+3].[Cl:7][C:8]1[CH:13]=[CH:12][C:11]([S:14]([NH:17][C@@H:18]([CH:22]2[CH2:27][CH2:26][CH2:25][CH2:24][CH2:23]2)[C:19](O)=[O:20])(=[O:16])=[O:15])=[CH:10][CH:9]=1. Product: [Cl:7][C:8]1[CH:9]=[CH:10][C:11]([S:14]([NH:17][C@@H:18]([CH:22]2[CH2:27][CH2:26][CH2:25][CH2:24][CH2:23]2)[CH2:19][OH:20])(=[O:15])=[O:16])=[CH:12][CH:13]=1. The catalyst class is: 1. (7) Reactant: O.Cl.[NH:3]1[CH2:8][CH2:7][CH2:6][CH2:5][C:4]1=O.[C:10](Cl)([O:12][CH2:13][CH:14]1[C:26]2[C:21](=[CH:22][CH:23]=[CH:24][CH:25]=2)[C:20]2[C:15]1=[CH:16][CH:17]=[CH:18][CH:19]=2)=[O:11].C(=O)([O-])[O-:29].[Na+].[Na+].O1CCOCC1. Product: [O:29]=[C:6]1[CH2:7][CH2:8][N:3]([C:10]([O:12][CH2:13][CH:14]2[C:26]3[CH:25]=[CH:24][CH:23]=[CH:22][C:21]=3[C:20]3[C:15]2=[CH:16][CH:17]=[CH:18][CH:19]=3)=[O:11])[CH2:4][CH2:5]1. The catalyst class is: 161.